This data is from Catalyst prediction with 721,799 reactions and 888 catalyst types from USPTO. The task is: Predict which catalyst facilitates the given reaction. (1) Product: [Br-:23].[OH:10][C:9]([C:17]1[CH:22]=[CH:21][CH:20]=[CH:19][CH:18]=1)([C:11]1[CH:12]=[CH:13][CH:14]=[CH:15][CH:16]=1)[C:4]12[CH2:5][CH2:6][N+:1]([CH2:24][CH2:25][OH:26])([CH2:2][CH2:3]1)[CH2:8][CH2:7]2. Reactant: [N:1]12[CH2:8][CH2:7][C:4]([C:9]([C:17]3[CH:22]=[CH:21][CH:20]=[CH:19][CH:18]=3)([C:11]3[CH:16]=[CH:15][CH:14]=[CH:13][CH:12]=3)[OH:10])([CH2:5][CH2:6]1)[CH2:3][CH2:2]2.[Br:23][CH2:24][CH2:25][OH:26]. The catalyst class is: 23. (2) Reactant: [C:1]([C:5]1[C:6]([Cl:27])=[C:7]([C:11]2[NH:15][C:14]3[CH:16]=[CH:17][C:18]([C:20]4[CH:25]=[CH:24][CH:23]=[CH:22][C:21]=4[F:26])=[CH:19][C:13]=3[N:12]=2)[N:8]([CH3:10])[N:9]=1)([CH3:4])([CH3:3])[CH3:2].Cl. Product: [ClH:27].[C:1]([C:5]1[C:6]([Cl:27])=[C:7]([C:11]2[NH:15][C:14]3[CH:16]=[CH:17][C:18]([C:20]4[CH:25]=[CH:24][CH:23]=[CH:22][C:21]=4[F:26])=[CH:19][C:13]=3[N:12]=2)[N:8]([CH3:10])[N:9]=1)([CH3:4])([CH3:2])[CH3:3]. The catalyst class is: 100. (3) Reactant: Cl.[NH2:2][C@@H:3]([CH2:6][C:7]1[CH:12]=[CH:11][CH:10]=[CH:9][CH:8]=1)[CH2:4][OH:5].[CH:13](=O)[C:14]1[CH:19]=[CH:18][CH:17]=[CH:16][CH:15]=1.C(O[BH-](OC(=O)C)OC(=O)C)(=O)C.[Na+].C(=O)(O)[O-].[Na+]. The catalyst class is: 411. Product: [CH2:13]([NH:2][C@@H:3]([CH2:6][C:7]1[CH:12]=[CH:11][CH:10]=[CH:9][CH:8]=1)[CH2:4][OH:5])[C:14]1[CH:19]=[CH:18][CH:17]=[CH:16][CH:15]=1. (4) Reactant: [C:1]([CH2:4][CH2:5][C:6]1[CH:11]=[CH:10][C:9]([NH:12][C:13]([C:15]2[N:16](COCC[Si](C)(C)C)[CH:17]=[C:18]([C:20]#[N:21])[N:19]=2)=[O:14])=[C:8]([C:30]2[CH2:35][CH2:34][CH2:33][CH2:32][CH:31]=2)[CH:7]=1)(=[O:3])[NH2:2].CCO.C(O)(C(F)(F)F)=O.C(O)CC. Product: [C:1]([CH2:4][CH2:5][C:6]1[CH:11]=[CH:10][C:9]([NH:12][C:13]([C:15]2[NH:16][CH:17]=[C:18]([C:20]#[N:21])[N:19]=2)=[O:14])=[C:8]([C:30]2[CH2:35][CH2:34][CH2:33][CH2:32][CH:31]=2)[CH:7]=1)(=[O:3])[NH2:2]. The catalyst class is: 2. (5) Reactant: [C:1]([O:8][CH3:9])(=[O:7])/[CH:2]=[CH:3]/[C:4]([OH:6])=[O:5].Cl[CH2:11][C:12]([NH:14][CH2:15][C:16]([O:18]C(C)(C)C)=[O:17])=[O:13]. Product: [CH3:9][O:8][C:1](/[CH:2]=[CH:3]/[C:4]([O:6][CH2:11][C:12]([NH:14][CH2:15][C:16]([OH:18])=[O:17])=[O:13])=[O:5])=[O:7]. The catalyst class is: 37. (6) Reactant: [C:1]([O:4][C@H:5]1[CH2:10][CH2:9][CH2:8][C@@H:7]([NH2:11])[CH2:6]1)(=[O:3])[CH3:2].[Cl:12][CH2:13][C:14]1[C:15]([C:29](Cl)=[O:30])=[N:16][O:17][C:18]=1[C:19]1[CH:24]=[CH:23][C:22]([C:25]([F:28])([F:27])[F:26])=[CH:21][CH:20]=1.C(N(CC)CC)C. Product: [C:1]([O:4][C@H:5]1[CH2:10][CH2:9][CH2:8][C@@H:7]([NH:11][C:29]([C:15]2[C:14]([CH2:13][Cl:12])=[C:18]([C:19]3[CH:20]=[CH:21][C:22]([C:25]([F:28])([F:27])[F:26])=[CH:23][CH:24]=3)[O:17][N:16]=2)=[O:30])[CH2:6]1)(=[O:3])[CH3:2]. The catalyst class is: 11. (7) Reactant: [N:1]1[N:9]2[C:4]([CH2:5][O:6][CH2:7][CH2:8]2)=[CH:3][C:2]=1[NH2:10].Br[C:12]1[C:13](=[O:20])[N:14]([CH3:19])[N:15]=[C:16]([Cl:18])[CH:17]=1.C([O-])([O-])=O.[Cs+].[Cs+]. Product: [Cl:18][C:16]1[CH:17]=[C:12]([NH:10][C:2]2[CH:3]=[C:4]3[CH2:5][O:6][CH2:7][CH2:8][N:9]3[N:1]=2)[C:13](=[O:20])[N:14]([CH3:19])[N:15]=1. The catalyst class is: 62.